From a dataset of Reaction yield outcomes from USPTO patents with 853,638 reactions. Predict the reaction yield, written as a fraction of the theoretical maximum amount of product (1.0 means a 100% yield; for example, 0.34 means a 34% yield). The reactants are [CH3:1][O:2][C:3]([C:5]1[C:6]([CH3:27])=[C:7]2[N:12]([CH:13]=1)[N:11]=[CH:10][N:9]=[C:8]2[NH:14][C:15]1[CH:20]=[C:19]([NH:21][S:22]([CH3:25])(=[O:24])=[O:23])[CH:18]=[CH:17][C:16]=1[CH3:26])=[O:4].O. The catalyst is N1C=CC=CC=1. The product is [CH3:1][O:2][C:3]([C:5]1[C:6]([CH3:27])=[C:7]2[N:12]([CH:13]=1)[N:11]=[CH:10][N:9]=[C:8]2[NH:14][C:15]1[CH:16]=[CH:26][C:18]([CH3:17])=[C:19]([NH:21][S:22]([CH3:25])(=[O:24])=[O:23])[CH:20]=1)=[O:4]. The yield is 0.300.